The task is: Predict the reaction yield, written as a fraction of the theoretical maximum amount of product (1.0 means a 100% yield; for example, 0.34 means a 34% yield).. This data is from Reaction yield outcomes from USPTO patents with 853,638 reactions. The reactants are C([O:5][C:6]([NH:8][CH2:9][C:10]([C:12]1[CH:17]=[CH:16][C:15]([C:18]2[CH:23]=[CH:22][C:21]([C:24]3[NH:28][C:27]([C@@H:29]4[CH2:33][C@H:32]([CH2:34][O:35][CH3:36])[CH2:31][N:30]4[C:37]([O:39][CH2:40][C:41]4[CH:46]=[CH:45][CH:44]=[CH:43][CH:42]=4)=[O:38])=[N:26][CH:25]=3)=[CH:20][CH:19]=2)=[CH:14][CH:13]=1)=[O:11])=O)(C)(C)C.Cl.[CH3:48][O:49][C:50]([NH:52][C@@H:53]([CH:66]([CH3:68])[CH3:67])[C:54]([N:56]1[CH2:60][C@@H:59]([S:61][CH3:62])[CH2:58][C@H:57]1C(O)=O)=[O:55])=[O:51].CN(C(ON1N=NC2C=CC=NC1=2)=[N+](C)C)C.F[P-](F)(F)(F)(F)F.CCN(C(C)C)C(C)C. The catalyst is C(Cl)Cl.CCOC(C)=O.CN(C=O)C.CO. The product is [CH3:48][O:49][C:50]([NH:52][C@@H:53]([CH:66]([CH3:68])[CH3:67])[C:54]([N:56]1[CH2:60][C@@H:59]([S:61][CH3:62])[CH2:58][C@H:57]1[C:6]([NH:8][CH2:9][C:10]([C:12]1[CH:13]=[CH:14][C:15]([C:18]2[CH:23]=[CH:22][C:21]([C:24]3[NH:28][C:27]([C@@H:29]4[CH2:33][C@H:32]([CH2:34][O:35][CH3:36])[CH2:31][N:30]4[C:37]([O:39][CH2:40][C:41]4[CH:42]=[CH:43][CH:44]=[CH:45][CH:46]=4)=[O:38])=[N:26][CH:25]=3)=[CH:20][CH:19]=2)=[CH:16][CH:17]=1)=[O:11])=[O:5])=[O:55])=[O:51]. The yield is 0.580.